Dataset: TCR-epitope binding with 47,182 pairs between 192 epitopes and 23,139 TCRs. Task: Binary Classification. Given a T-cell receptor sequence (or CDR3 region) and an epitope sequence, predict whether binding occurs between them. (1) The epitope is VLAWLYAAV. The TCR CDR3 sequence is CSASGVSGGYSYNEQFF. Result: 1 (the TCR binds to the epitope). (2) The epitope is LLLGIGILV. The TCR CDR3 sequence is CASSQGAVGLDDYGYTF. Result: 1 (the TCR binds to the epitope). (3) The epitope is EPLPQGQLTAY. The TCR CDR3 sequence is CASSLGGSTEAFF. Result: 0 (the TCR does not bind to the epitope). (4) Result: 1 (the TCR binds to the epitope). The TCR CDR3 sequence is CSCGNANTGELFF. The epitope is YLQPRTFLL. (5) The epitope is QARQMVQAMRTIGTHP. The TCR CDR3 sequence is CASSLSGAGQPQHF. Result: 1 (the TCR binds to the epitope).